Dataset: Catalyst prediction with 721,799 reactions and 888 catalyst types from USPTO. Task: Predict which catalyst facilitates the given reaction. Reactant: CCN(C(C)C)C(C)C.[CH3:10][S:11](Cl)(=[O:13])=[O:12].[OH:15][CH2:16][CH2:17][CH:18]1[CH2:23][CH2:22][N:21]([C:24]2[CH:33]=[C:32]([C:34]([NH:36][CH2:37][C@H:38]3[CH2:43][CH2:42][C@H:41]([CH2:44][NH:45][C:46](=[O:52])[O:47][C:48]([CH3:51])([CH3:50])[CH3:49])[CH2:40][CH2:39]3)=[O:35])[C:31]3[C:26](=[CH:27][CH:28]=[CH:29][CH:30]=3)[N:25]=2)[CH2:20][CH2:19]1. Product: [CH3:10][S:11]([O:15][CH2:16][CH2:17][CH:18]1[CH2:23][CH2:22][N:21]([C:24]2[CH:33]=[C:32]([C:34](=[O:35])[NH:36][CH2:37][C@H:38]3[CH2:43][CH2:42][C@H:41]([CH2:44][NH:45][C:46]([O:47][C:48]([CH3:49])([CH3:51])[CH3:50])=[O:52])[CH2:40][CH2:39]3)[C:31]3[C:26](=[CH:27][CH:28]=[CH:29][CH:30]=3)[N:25]=2)[CH2:20][CH2:19]1)(=[O:13])=[O:12]. The catalyst class is: 2.